From a dataset of Peptide-MHC class II binding affinity with 134,281 pairs from IEDB. Regression. Given a peptide amino acid sequence and an MHC pseudo amino acid sequence, predict their binding affinity value. This is MHC class II binding data. The peptide sequence is HDIYIVMPVFIIKR. The MHC is DRB1_1101 with pseudo-sequence DRB1_1101. The binding affinity (normalized) is 0.424.